The task is: Regression. Given two drug SMILES strings and cell line genomic features, predict the synergy score measuring deviation from expected non-interaction effect.. This data is from NCI-60 drug combinations with 297,098 pairs across 59 cell lines. (1) Drug 1: C1=CC=C(C=C1)NC(=O)CCCCCCC(=O)NO. Drug 2: CC(C)(C#N)C1=CC(=CC(=C1)CN2C=NC=N2)C(C)(C)C#N. Cell line: A498. Synergy scores: CSS=6.64, Synergy_ZIP=-4.81, Synergy_Bliss=-5.72, Synergy_Loewe=0.989, Synergy_HSA=0.200. (2) Drug 1: CNC(=O)C1=CC=CC=C1SC2=CC3=C(C=C2)C(=NN3)C=CC4=CC=CC=N4. Drug 2: C1C(C(OC1N2C=NC(=NC2=O)N)CO)O. Cell line: KM12. Synergy scores: CSS=17.0, Synergy_ZIP=-7.01, Synergy_Bliss=-2.30, Synergy_Loewe=-6.22, Synergy_HSA=-1.09.